Dataset: Reaction yield outcomes from USPTO patents with 853,638 reactions. Task: Predict the reaction yield, written as a fraction of the theoretical maximum amount of product (1.0 means a 100% yield; for example, 0.34 means a 34% yield). (1) The reactants are [CH:1]1([NH:4][C:5](=[O:33])[C:6]2[CH:11]=[CH:10][C:9]([CH3:12])=[C:8]([C:13]3[CH:14]=[C:15]4[C:19](=[CH:20][CH:21]=3)[C:18](=[O:22])[N:17]([CH2:23][C:24]3[CH:29]=[CH:28][CH:27]=[C:26]([N+:30]([O-])=O)[CH:25]=3)[CH2:16]4)[CH:7]=2)[CH2:3][CH2:2]1.O.[Sn](Cl)Cl. The catalyst is CCO. The product is [NH2:30][C:26]1[CH:25]=[C:24]([CH:29]=[CH:28][CH:27]=1)[CH2:23][N:17]1[CH2:16][C:15]2[C:19](=[CH:20][CH:21]=[C:13]([C:8]3[CH:7]=[C:6]([CH:11]=[CH:10][C:9]=3[CH3:12])[C:5]([NH:4][CH:1]3[CH2:2][CH2:3]3)=[O:33])[CH:14]=2)[C:18]1=[O:22]. The yield is 0.800. (2) The reactants are [F:1][C:2]1[CH:28]=[C:27]([F:29])[CH:26]=[CH:25][C:3]=1[O:4][C:5]1[CH:10]=[CH:9][C:8]([NH:11][S:12]([CH3:15])(=[O:14])=[O:13])=[CH:7][C:6]=1[C:16]1[CH:21]=[C:20]([CH3:22])[C:19](=[O:23])[N:18]([CH3:24])[CH:17]=1.C([O-])([O-])=O.[Cs+].[Cs+].[O:36]1[CH2:39][CH:38](OS(C2C=CC(C)=CC=2)(=O)=O)[CH2:37]1. The catalyst is CN(C=O)C. The product is [F:1][C:2]1[CH:28]=[C:27]([F:29])[CH:26]=[CH:25][C:3]=1[O:4][C:5]1[CH:10]=[CH:9][C:8]([N:11]([CH:38]2[CH2:39][O:36][CH2:37]2)[S:12]([CH3:15])(=[O:13])=[O:14])=[CH:7][C:6]=1[C:16]1[CH:21]=[C:20]([CH3:22])[C:19](=[O:23])[N:18]([CH3:24])[CH:17]=1. The yield is 0.380.